This data is from Reaction yield outcomes from USPTO patents with 853,638 reactions. The task is: Predict the reaction yield, written as a fraction of the theoretical maximum amount of product (1.0 means a 100% yield; for example, 0.34 means a 34% yield). (1) The reactants are [OH:1][N:2]1[C:6](=[O:7])[C:5]2=[CH:8][CH:9]=[CH:10][CH:11]=[C:4]2[C:3]1=[O:12].[O:13]1[CH:18]=[CH:17][CH2:16][CH2:15][CH2:14]1. The catalyst is C(Cl)Cl.O1CCOCC1.C1(C)C=CC(S(O)(=O)=O)=CC=1. The product is [O:13]1[CH2:18][CH2:17][CH2:16][CH2:15][CH:14]1[O:1][N:2]1[C:3](=[O:12])[C:4]2[C:5](=[CH:8][CH:9]=[CH:10][CH:11]=2)[C:6]1=[O:7]. The yield is 0.880. (2) The reactants are Br[C:2]([CH3:13])([C:8]([O:10][CH2:11][CH3:12])=[O:9])[C:3]([O:5][CH2:6][CH3:7])=[O:4].[F-].[K+].[N+:16]([C:19]1[CH:20]=[C:21]([OH:25])[CH:22]=[CH:23][CH:24]=1)([O-:18])=[O:17]. The catalyst is CN(C=O)C.O. The product is [CH3:13][C:2]([O:25][C:21]1[CH:22]=[CH:23][CH:24]=[C:19]([N+:16]([O-:18])=[O:17])[CH:20]=1)([C:8]([O:10][CH2:11][CH3:12])=[O:9])[C:3]([O:5][CH2:6][CH3:7])=[O:4]. The yield is 0.800.